This data is from Forward reaction prediction with 1.9M reactions from USPTO patents (1976-2016). The task is: Predict the product of the given reaction. (1) Given the reactants F[C:2]1[CH:11]=[C:10]2[C:5]([C:6](NC3C=CC(OC4C=NC=CC=4)=CC=3)=[C:7]([C:12]#[N:13])[CH:8]=[N:9]2)=[CH:4][C:3]=1OC.[CH3:30][N:31]1[CH2:35][CH2:34][CH2:33][C:32]1=O, predict the reaction product. The product is: [N:31]1([CH:30]2[CH2:5][CH2:10][N:9]([C:8]3[C:7]([C:12]#[N:13])=[CH:6][C:5]4[C:10](=[CH:11][CH:2]=[CH:3][CH:4]=4)[N:9]=3)[CH2:8][CH2:7]2)[CH2:35][CH2:34][CH2:33][CH2:32]1. (2) Given the reactants [CH3:1][O:2][C:3]1[CH:4]=[C:5]2[C:9](=[CH:10][CH:11]=1)[NH:8][CH2:7][CH2:6]2.[H-].[Na+].Br[CH2:15][CH2:16][C:17]1[CH:22]=[CH:21][CH:20]=[CH:19][CH:18]=1, predict the reaction product. The product is: [CH3:1][O:2][C:3]1[CH:4]=[C:5]2[C:9](=[CH:10][CH:11]=1)[N:8]([CH2:15][CH2:16][C:17]1[CH:22]=[CH:21][CH:20]=[CH:19][CH:18]=1)[CH:7]=[CH:6]2. (3) Given the reactants [NH:1]1[C:5]2=[N+:6]([O-])[CH:7]=[CH:8][CH:9]=[C:4]2[CH:3]=[CH:2]1.S(OC)(OC)(=O)=O.[NH3:18], predict the reaction product. The product is: [NH:1]1[C:5]2=[N:6][C:7]([NH2:18])=[CH:8][CH:9]=[C:4]2[CH:3]=[CH:2]1. (4) Given the reactants [C:1]1([CH:7]2[C:12](=[O:13])[CH2:11][CH2:10][CH2:9][C:8]2=[O:14])[CH:6]=[CH:5][CH:4]=[CH:3][CH:2]=1.N1C=CC=CC=1.[O:21](S(C(F)(F)F)(=O)=O)[S:22]([C:25]([F:28])([F:27])[F:26])(=O)=[O:23], predict the reaction product. The product is: [F:26][C:25]([F:28])([F:27])[S:22]([O:14][C:8]1[CH2:9][CH2:10][CH2:11][C:12](=[O:13])[C:7]=1[C:1]1[CH:2]=[CH:3][CH:4]=[CH:5][CH:6]=1)(=[O:23])=[O:21].